This data is from M1 muscarinic receptor antagonist screen with 61,756 compounds. The task is: Binary Classification. Given a drug SMILES string, predict its activity (active/inactive) in a high-throughput screening assay against a specified biological target. (1) The molecule is Clc1ccc(CN2C(=O)CC(NC2=O)CCCCC)cc1. The result is 0 (inactive). (2) The drug is O=C(N1CCc2c1cccc2)C1CCCN(C1)c1ncccn1. The result is 0 (inactive). (3) The molecule is Brc1oc(C(=O)N(C(C)C)Cc2onc(n2)c2ccccc2)cc1. The result is 0 (inactive). (4) The molecule is S(CC(=O)Nc1sccn1)c1snc(n1)c1cc(ccc1)C. The result is 0 (inactive). (5) The drug is O(c1c(CNc2ccc(N3CCCCC3)cc2)cccc1)C. The result is 1 (active).